This data is from Forward reaction prediction with 1.9M reactions from USPTO patents (1976-2016). The task is: Predict the product of the given reaction. (1) Given the reactants C([O:5][C:6](=[O:25])[CH2:7][O:8][C:9]1[CH:14]=[CH:13][C:12]([Cl:15])=[CH:11][C:10]=1[C:16]#[C:17][C:18]1[CH:19]=[N:20][CH:21]=[CH:22][C:23]=1[CH3:24])(C)(C)C.Cl, predict the reaction product. The product is: [Cl:15][C:12]1[CH:13]=[CH:14][C:9]([O:8][CH2:7][C:6]([OH:25])=[O:5])=[C:10]([C:16]#[C:17][C:18]2[CH:19]=[N:20][CH:21]=[CH:22][C:23]=2[CH3:24])[CH:11]=1. (2) The product is: [Br:1][C:2]1[CH:3]=[CH:4][CH:5]=[C:6]2[C:11]=1[N:10]=[CH:9][C:8]([C:12]([O:14][CH2:15][CH3:16])=[O:13])=[C:7]2[NH:25][CH2:24][C:23]1[CH:26]=[CH:27][C:20]([O:19][CH3:18])=[CH:21][CH:22]=1. Given the reactants [Br:1][C:2]1[CH:3]=[CH:4][CH:5]=[C:6]2[C:11]=1[N:10]=[CH:9][C:8]([C:12]([O:14][CH2:15][CH3:16])=[O:13])=[C:7]2Cl.[CH3:18][O:19][C:20]1[CH:27]=[CH:26][C:23]([CH2:24][NH2:25])=[CH:22][CH:21]=1.CCN(C(C)C)C(C)C, predict the reaction product.